Dataset: Full USPTO retrosynthesis dataset with 1.9M reactions from patents (1976-2016). Task: Predict the reactants needed to synthesize the given product. (1) Given the product [CH3:12][C:13]1[O:11][N:10]=[C:2]([C:3]2[CH:8]=[CH:7][C:6]([Br:9])=[CH:5][N:4]=2)[N:1]=1, predict the reactants needed to synthesize it. The reactants are: [NH:1]=[C:2]([NH:10][OH:11])[C:3]1[CH:8]=[CH:7][C:6]([Br:9])=[CH:5][N:4]=1.[C:12](OC(=O)C)(=O)[CH3:13]. (2) Given the product [C:12]1([CH2:11][O:10][C:7]2[N:8]=[CH:9][C:4]([NH2:1])=[CH:5][CH:6]=2)[CH:13]=[CH:14][CH:15]=[CH:16][CH:17]=1, predict the reactants needed to synthesize it. The reactants are: [N+:1]([C:4]1[CH:5]=[CH:6][C:7]([O:10][CH2:11][C:12]2[CH:17]=[CH:16][CH:15]=[CH:14][CH:13]=2)=[N:8][CH:9]=1)([O-])=O.[OH-].[Na+]. (3) Given the product [C:21]([N:20]([CH2:19][C:18]1[CH:36]=[C:37]([C:39]([F:40])([F:41])[F:42])[CH:38]=[C:16]([C:15]([F:14])([F:44])[F:43])[CH:17]=1)[CH:24]1[CH2:30][CH2:29][CH2:28][N:27]([C:1]([Cl:4])=[O:2])[C:26]2[CH:31]=[C:32]([Cl:35])[CH:33]=[CH:34][C:25]1=2)(=[O:23])[CH3:22], predict the reactants needed to synthesize it. The reactants are: [C:1]([Cl:4])(Cl)=[O:2].C(N(C(C)C)CC)(C)C.[F:14][C:15]([F:44])([F:43])[C:16]1[CH:17]=[C:18]([CH:36]=[C:37]([C:39]([F:42])([F:41])[F:40])[CH:38]=1)[CH2:19][N:20]([CH:24]1[CH2:30][CH2:29][CH2:28][NH:27][C:26]2[CH:31]=[C:32]([Cl:35])[CH:33]=[CH:34][C:25]1=2)[C:21](=[O:23])[CH3:22].